From a dataset of Catalyst prediction with 721,799 reactions and 888 catalyst types from USPTO. Predict which catalyst facilitates the given reaction. (1) Reactant: C([O:3][C:4]([CH:6]1[CH:11]([C:12]2[S:13][CH:14]=[CH:15][CH:16]=2)[CH2:10][CH2:9][N:8]([CH2:17][C:18]2[CH:23]=[CH:22][CH:21]=[CH:20][CH:19]=2)[CH2:7]1)=[O:5])C. Product: [CH2:17]([N:8]1[CH2:9][CH2:10][CH:11]([C:12]2[S:13][CH:14]=[CH:15][CH:16]=2)[CH:6]([C:4]([OH:5])=[O:3])[CH2:7]1)[C:18]1[CH:23]=[CH:22][CH:21]=[CH:20][CH:19]=1. The catalyst class is: 33. (2) Reactant: [F:1][C:2]1[C:9]([F:10])=[C:8]([O:11][Si](C(C)C)(C(C)C)C(C)C)[CH:7]=[CH:6][C:3]=1[CH:4]=[O:5].[F-].[CH2:23]([N+](CCCC)(CCCC)CCCC)CCC.Cl. Product: [F:1][C:2]1[C:9]([F:10])=[C:8]([O:11][CH3:23])[CH:7]=[CH:6][C:3]=1[CH:4]=[O:5]. The catalyst class is: 1. (3) Reactant: [H-].[Na+].[NH2:3][C:4]1[N:5]([CH2:18][CH3:19])[C:6]2[C:11]([C:12]=1[C:13]#[N:14])=[CH:10][CH:9]=[C:8]([N+:15]([O-:17])=[O:16])[CH:7]=2.[C:20](Cl)(=[O:22])[CH3:21]. Product: [C:13]([C:12]1[C:11]2[C:6](=[CH:7][C:8]([N+:15]([O-:17])=[O:16])=[CH:9][CH:10]=2)[N:5]([CH2:18][CH3:19])[C:4]=1[NH:3][C:20](=[O:22])[CH3:21])#[N:14]. The catalyst class is: 12. (4) The catalyst class is: 7. Product: [C:15]([C:14]1[CH:19]=[CH:20][CH:21]=[CH:22][C:13]=1[CH2:12][CH:9]1[CH2:10][CH2:11][N:7]([CH:1]2[CH2:6][CH2:5][CH2:4][CH2:3][CH2:2]2)[C:8]1=[O:23])(=[O:16])[CH3:24]. Reactant: [CH:1]1([N:7]2[CH2:11][CH2:10][CH:9]([CH2:12][C:13]3[CH:22]=[CH:21][CH:20]=[CH:19][C:14]=3[C:15](OC)=[O:16])[C:8]2=[O:23])[CH2:6][CH2:5][CH2:4][CH2:3][CH2:2]1.[CH3:24][Li].[Cl-].[NH4+]. (5) Reactant: [CH3:1][O:2][C:3]1[CH:8]=[CH:7][CH:6]=[CH:5][C:4]=1[C:9]1[CH2:15][CH:14]2[NH:16][CH:11]([CH2:12][CH2:13]2)[CH:10]=1. Product: [CH3:1][O:2][C:3]1[CH:8]=[CH:7][CH:6]=[CH:5][C:4]=1[CH:9]1[CH2:15][CH:14]2[NH:16][CH:11]([CH2:12][CH2:13]2)[CH2:10]1. The catalyst class is: 5. (6) Reactant: [C:1](Cl)(Cl)=[S:2].[Br:5][C:6]1[CH:12]=[C:11]([O:13][CH3:14])[CH:10]=[C:9]([Br:15])[C:7]=1[NH2:8]. Product: [Br:5][C:6]1[CH:12]=[C:11]([O:13][CH3:14])[CH:10]=[C:9]([Br:15])[C:7]=1[N:8]=[C:1]=[S:2]. The catalyst class is: 685. (7) Product: [CH3:1][N:2]([C:14]1[CH:19]=[CH:18][CH:17]=[CH:16][N:15]=1)[CH2:3][CH2:4][O:5][C:6]1[CH:13]=[CH:12][C:9]([CH2:10][OH:11])=[CH:8][CH:7]=1. The catalyst class is: 5. Reactant: [CH3:1][N:2]([C:14]1[CH:19]=[CH:18][CH:17]=[CH:16][N:15]=1)[CH2:3][CH2:4][O:5][C:6]1[CH:13]=[CH:12][C:9]([CH:10]=[O:11])=[CH:8][CH:7]=1.[BH4-].[Na+].O.